This data is from Catalyst prediction with 721,799 reactions and 888 catalyst types from USPTO. The task is: Predict which catalyst facilitates the given reaction. Reactant: [CH:1]1([C:4]2[C:5]([O:13][CH2:14][C:15]([F:18])([F:17])[F:16])=[CH:6][C:7]([C:10]([OH:12])=O)=[N:8][CH:9]=2)[CH2:3][CH2:2]1.CN(C(ON1N=NC2C=CC=NC1=2)=[N+](C)C)C.F[P-](F)(F)(F)(F)F.CCN(C(C)C)C(C)C.[NH2:52][C:53]([CH2:58][CH3:59])([CH2:56][CH3:57])[CH2:54][OH:55].C(=O)(O)[O-].[Na+]. Product: [CH2:56]([C:53]([NH:52][C:10]([C:7]1[CH:6]=[C:5]([O:13][CH2:14][C:15]([F:18])([F:17])[F:16])[C:4]([CH:1]2[CH2:2][CH2:3]2)=[CH:9][N:8]=1)=[O:12])([CH2:54][OH:55])[CH2:58][CH3:59])[CH3:57]. The catalyst class is: 3.